From a dataset of Forward reaction prediction with 1.9M reactions from USPTO patents (1976-2016). Predict the product of the given reaction. (1) Given the reactants [F:1]/[C:2](/[C:15]1[CH:19]=[C:18]([CH3:20])[NH:17][N:16]=1)=[CH:3]\[C:4]1[CH:9]=[CH:8][C:7]([S:10][C:11]([F:14])([F:13])[F:12])=[CH:6][CH:5]=1.C([Si](C(C)C)(C(C)C)[O:25][CH2:26][C:27]1([C:30]2[CH:31]=[C:32]([CH:39]=[CH:40][CH:41]=2)[CH2:33]CS([O-])(=O)=O)[CH2:29][CH2:28]1)(C)C, predict the reaction product. The product is: [F:1]/[C:2](/[C:15]1[CH:19]=[C:18]([CH3:20])[N:17]([CH2:33][C:32]2[CH:31]=[C:30]([C:27]3([CH2:26][OH:25])[CH2:29][CH2:28]3)[CH:41]=[CH:40][CH:39]=2)[N:16]=1)=[CH:3]\[C:4]1[CH:5]=[CH:6][C:7]([S:10][C:11]([F:14])([F:13])[F:12])=[CH:8][CH:9]=1. (2) Given the reactants C[Al](C)C.COC(=O)[C@@H](OC)C1C=CC=CC=1.[F:18][C:19]([F:24])([F:23])[C:20]([OH:22])=[O:21].[CH3:25][O:26][CH:27]([C:45]1[CH:50]=[CH:49][CH:48]=[CH:47][CH:46]=1)[C:28]1[NH:29][CH:30]([C:39]2[CH:44]=[CH:43][CH:42]=[CH:41][CH:40]=2)[CH:31]([C:33]2[CH:38]=[CH:37][CH:36]=[CH:35][CH:34]=2)[N:32]=1, predict the reaction product. The product is: [F:18][C:19]([F:24])([F:23])[C:20]([OH:22])=[O:21].[CH3:25][O:26][CH:27]([C:45]1[CH:50]=[CH:49][CH:48]=[CH:47][CH:46]=1)[C:28]1[NH:32][C@H:31]([C:33]2[CH:34]=[CH:35][CH:36]=[CH:37][CH:38]=2)[C@H:30]([C:39]2[CH:44]=[CH:43][CH:42]=[CH:41][CH:40]=2)[N:29]=1. (3) Given the reactants [OH:1][CH:2]1[C:26]2[C:21](=[CH:22][CH:23]=[CH:24][CH:25]=2)[O:20][C:4]2([CH2:9][CH2:8][N:7]([C:10]([C:12]3[CH:17]=[CH:16][CH:15]=[CH:14][C:13]=3[O:18][CH3:19])=[O:11])[CH2:6][CH2:5]2)[CH2:3]1.[H-].[Na+].[CH3:29]I, predict the reaction product. The product is: [CH3:19][O:18][C:13]1[CH:14]=[CH:15][CH:16]=[CH:17][C:12]=1[C:10]([N:7]1[CH2:8][CH2:9][C:4]2([CH2:3][CH:2]([O:1][CH3:29])[C:26]3[C:21](=[CH:22][CH:23]=[CH:24][CH:25]=3)[O:20]2)[CH2:5][CH2:6]1)=[O:11]. (4) The product is: [C:20]([C:9]1[C@H:4]([NH2:5])[CH2:10][C@H:7]([CH2:6][OH:11])[CH:8]=1)(=[O:21])[CH3:14]. Given the reactants C([C:4]12[CH2:10][CH:7]([CH:8]=[CH:9]1)[C:6](=[O:11])[NH:5]2)(=O)C.[BH4-].[Na+].[CH3:14]CCCCC.[CH3:20][OH:21], predict the reaction product. (5) Given the reactants Br[C:2]1[CH:3]=[C:4]([C:8]2([C:18]3[CH:23]=[CH:22][C:21]([O:24][CH:25]([F:27])[F:26])=[C:20]([CH:28]4[CH2:30][CH2:29]4)[CH:19]=3)[C:16]3[C:11](=[N:12][CH:13]=[CH:14][CH:15]=3)[C:10]([NH2:17])=[N:9]2)[CH:5]=[CH:6][CH:7]=1.[N:31]1[CH:36]=[C:35](B(O)[OH:38])[CH:34]=[N:33][CH:32]=1, predict the reaction product. The product is: [C:21]([OH:24])(=[O:38])[CH3:22].[CH:28]1([C:20]2[CH:19]=[C:18]([C:8]3([C:4]4[CH:5]=[CH:6][CH:7]=[C:2]([C:35]5[CH:36]=[N:31][CH:32]=[N:33][CH:34]=5)[CH:3]=4)[C:16]4[C:11](=[N:12][CH:13]=[CH:14][CH:15]=4)[C:10]([NH2:17])=[N:9]3)[CH:23]=[CH:22][C:21]=2[O:24][CH:25]([F:27])[F:26])[CH2:29][CH2:30]1. (6) Given the reactants [CH3:1][N:2]([CH2:16][C@H:17]1[CH2:22][CH2:21][C@H:20]([CH2:23][CH2:24]OS(C)(=O)=O)[CH2:19][CH2:18]1)[S:3]([C:6]1[CH:11]=[CH:10][C:9]([C:12]([F:15])([F:14])[F:13])=[CH:8][CH:7]=1)(=[O:5])=[O:4].[NH:30]1[CH:34]=[CH:33][N:32]=[CH:31]1.[H-].[Na+], predict the reaction product. The product is: [N:30]1([CH2:24][CH2:23][C@H:20]2[CH2:21][CH2:22][C@H:17]([CH2:16][N:2]([CH3:1])[S:3]([C:6]3[CH:11]=[CH:10][C:9]([C:12]([F:15])([F:14])[F:13])=[CH:8][CH:7]=3)(=[O:5])=[O:4])[CH2:18][CH2:19]2)[CH:34]=[CH:33][N:32]=[CH:31]1. (7) Given the reactants [CH2:1]([C:5]1[C:6]([CH3:12])=[N+:7]([O-])[CH:8]=[CH:9][CH:10]=1)[CH:2]([CH3:4])[CH3:3].C([O-])([O-])=[O:14].[K+].[K+], predict the reaction product. The product is: [CH2:1]([C:5]1[C:6]([CH2:12][OH:14])=[N:7][CH:8]=[CH:9][CH:10]=1)[CH:2]([CH3:4])[CH3:3].